Dataset: Peptide-MHC class II binding affinity with 134,281 pairs from IEDB. Task: Regression. Given a peptide amino acid sequence and an MHC pseudo amino acid sequence, predict their binding affinity value. This is MHC class II binding data. (1) The peptide sequence is AVFEAALTKAITAMS. The MHC is DRB1_1501 with pseudo-sequence DRB1_1501. The binding affinity (normalized) is 0.337. (2) The peptide sequence is RGIVKENIIDLTKIDR. The MHC is HLA-DQA10301-DQB10302 with pseudo-sequence HLA-DQA10301-DQB10302. The binding affinity (normalized) is 0.396. (3) The peptide sequence is RQSGATIADVLAEKE. The MHC is HLA-DQA10102-DQB10502 with pseudo-sequence HLA-DQA10102-DQB10502. The binding affinity (normalized) is 0.416. (4) The peptide sequence is AAGGWDSLAAELATT. The MHC is DRB1_0901 with pseudo-sequence DRB1_0901. The binding affinity (normalized) is 0.430.